Dataset: Full USPTO retrosynthesis dataset with 1.9M reactions from patents (1976-2016). Task: Predict the reactants needed to synthesize the given product. Given the product [O:1]=[CH:2][CH2:3][NH:4][C:5]1[CH:10]=[C:9]([C:11]2[CH:16]=[CH:15][CH:14]=[C:13]([C:17]([F:19])([F:18])[F:20])[CH:12]=2)[N:8]=[C:7]([C:21]#[N:22])[N:6]=1, predict the reactants needed to synthesize it. The reactants are: [OH:1][CH2:2][CH2:3][NH:4][C:5]1[CH:10]=[C:9]([C:11]2[CH:16]=[CH:15][CH:14]=[C:13]([C:17]([F:20])([F:19])[F:18])[CH:12]=2)[N:8]=[C:7]([C:21]#[N:22])[N:6]=1.CC(OI1(OC(C)=O)(OC(C)=O)OC(=O)C2C=CC=CC1=2)=O.